Task: Predict the reaction yield, written as a fraction of the theoretical maximum amount of product (1.0 means a 100% yield; for example, 0.34 means a 34% yield).. Dataset: Reaction yield outcomes from USPTO patents with 853,638 reactions The reactants are [CH2:1]([O:3][C:4]1[CH:9]=[CH:8][C:7]([CH2:10][C:11]([NH:13][C:14]2[CH:19]=[C:18]([N+:20]([O-:22])=[O:21])[CH:17]=[CH:16][C:15]=2[NH:23][CH:24]2[CH2:29][CH2:28][N:27]([CH3:30])[CH2:26][CH2:25]2)=O)=[CH:6][CH:5]=1)[CH3:2].P(Cl)(Cl)(Cl)(Cl)Cl. The catalyst is C(Cl)(Cl)Cl. The product is [CH2:1]([O:3][C:4]1[CH:9]=[CH:8][C:7]([CH2:10][C:11]2[N:23]([CH:24]3[CH2:29][CH2:28][N:27]([CH3:30])[CH2:26][CH2:25]3)[C:15]3[CH:16]=[CH:17][C:18]([N+:20]([O-:22])=[O:21])=[CH:19][C:14]=3[N:13]=2)=[CH:6][CH:5]=1)[CH3:2]. The yield is 0.700.